From a dataset of NCI-60 drug combinations with 297,098 pairs across 59 cell lines. Regression. Given two drug SMILES strings and cell line genomic features, predict the synergy score measuring deviation from expected non-interaction effect. Drug 1: C1=NC2=C(N=C(N=C2N1C3C(C(C(O3)CO)O)F)Cl)N. Drug 2: CC12CCC3C(C1CCC2O)C(CC4=C3C=CC(=C4)O)CCCCCCCCCS(=O)CCCC(C(F)(F)F)(F)F. Cell line: SN12C. Synergy scores: CSS=-0.736, Synergy_ZIP=1.94, Synergy_Bliss=-0.376, Synergy_Loewe=-2.69, Synergy_HSA=-3.45.